This data is from Peptide-MHC class II binding affinity with 134,281 pairs from IEDB. The task is: Regression. Given a peptide amino acid sequence and an MHC pseudo amino acid sequence, predict their binding affinity value. This is MHC class II binding data. (1) The peptide sequence is KFITHSVTFSEINKA. The MHC is DRB1_1302 with pseudo-sequence DRB1_1302. The binding affinity (normalized) is 0.693. (2) The peptide sequence is GELQTVDKIDAAFKI. The MHC is DRB1_0701 with pseudo-sequence DRB1_0701. The binding affinity (normalized) is 0.558. (3) The peptide sequence is LDGVNLVASQPIFTG. The MHC is DRB1_0802 with pseudo-sequence DRB1_0802. The binding affinity (normalized) is 0.287. (4) The peptide sequence is YPKLQASQAWQPGVA. The MHC is DRB1_0101 with pseudo-sequence DRB1_0101. The binding affinity (normalized) is 0.880. (5) The peptide sequence is RPMFLYVRTNGTSKI. The MHC is DRB1_0401 with pseudo-sequence DRB1_0401. The binding affinity (normalized) is 0.820. (6) The peptide sequence is DTFRKDFRVYDNFLR. The MHC is DRB4_0101 with pseudo-sequence DRB4_0103. The binding affinity (normalized) is 0.132.